Dataset: Human liver microsome stability data. Task: Regression/Classification. Given a drug SMILES string, predict its absorption, distribution, metabolism, or excretion properties. Task type varies by dataset: regression for continuous measurements (e.g., permeability, clearance, half-life) or binary classification for categorical outcomes (e.g., BBB penetration, CYP inhibition). Dataset: hlm. (1) The drug is C=C(C)[C@@H]1CC[C@]2(NCCN3CCS(=O)(=O)CC3)CC[C@]3(C)[C@H](CC[C@@H]4[C@@]5(C)CC=C(c6ccc(C(=O)O)c(F)c6)C(C)(C)[C@@H]5CC[C@]43C)[C@@H]12. The result is 0 (unstable in human liver microsomes). (2) The compound is COc1c(Nc2ccc(S(C)(=O)=O)nc2C)ncnc1OC1CCN(C(=O)OC(C)C)CC1. The result is 0 (unstable in human liver microsomes). (3) The compound is Cc1nc(NC(=O)c2nc(C)n(-c3ccc(F)cc3)c2C)ccc1F. The result is 0 (unstable in human liver microsomes). (4) The molecule is COc1ccc2c(c1)C1CC1(C(=O)N1C3CCC1CN(C)C3)Cn1c-2c(C2CCCCC2)c2ccc(C(=O)NS(=O)(=O)CC(C)(C)C)cc21. The result is 0 (unstable in human liver microsomes). (5) The compound is O=C(c1ccc(F)cc1)C1CCN(CCn2c(=O)[nH]c3ccccc3c2=O)CC1. The result is 0 (unstable in human liver microsomes). (6) The drug is CC(C)[C@]1(C(=O)N2C[C@@H]3C[C@H]2CN3C(=O)CCC(F)(F)F)CC[C@@H](NC2CCOCC2F)C1. The result is 0 (unstable in human liver microsomes). (7) The drug is CNC(=O)[C@@H](NC(=O)c1csc(-c2ccc(CSc3nc(O)c4c(n3)CCC4)c(F)c2)n1)C(C)C. The result is 1 (stable in human liver microsomes). (8) The molecule is Oc1c2ccc(Oc3ccc(OC(F)(F)F)cc3)cc2nc2cc(Cl)c(Cl)cc12. The result is 0 (unstable in human liver microsomes). (9) The compound is COc1ccc(C(Nc2ccccn2)c2ccc3ccc(C)nc3c2O)cc1. The result is 1 (stable in human liver microsomes).